This data is from Catalyst prediction with 721,799 reactions and 888 catalyst types from USPTO. The task is: Predict which catalyst facilitates the given reaction. Reactant: Cl.Cl.C(O[C:6]([C:8]1[CH:9]=[C:10]2[C:14](=[CH:15][CH:16]=1)[NH:13][N:12]=[C:11]2[C:17]1[CH:26]=[CH:25][C:24]2[C:19](=[CH:20][CH:21]=[C:22]([O:27][CH2:28][CH2:29][N:30]3[CH:34]([CH3:35])[CH2:33][CH2:32][CH:31]3[CH3:36])[CH:23]=2)[CH:18]=1)=[NH:7])C.[CH3:37][C:38]([CH3:45])([CH3:44])[CH2:39][C:40]([NH:42][NH2:43])=O.C(N(CC)CC)C. Product: [CH3:37][C:38]([CH3:45])([CH3:44])[CH2:39][C:40]1[N:7]=[C:6]([C:8]2[CH:9]=[C:10]3[C:14](=[CH:15][CH:16]=2)[NH:13][N:12]=[C:11]3[C:17]2[CH:26]=[CH:25][C:24]3[C:19](=[CH:20][CH:21]=[C:22]([O:27][CH2:28][CH2:29][N:30]4[C@H:31]([CH3:36])[CH2:32][CH2:33][C@@H:34]4[CH3:35])[CH:23]=3)[CH:18]=2)[NH:43][N:42]=1. The catalyst class is: 5.